This data is from Experimentally validated miRNA-target interactions with 360,000+ pairs, plus equal number of negative samples. The task is: Binary Classification. Given a miRNA mature sequence and a target amino acid sequence, predict their likelihood of interaction. (1) The miRNA is hsa-miR-3613-3p with sequence ACAAAAAAAAAAGCCCAACCCUUC. The protein sequence of the target gene is METQSTGTEDGFTPVTHRGGRRAKKRQAEQSSAAGQDGEAGRMDTEEARPAKRPVFPPLSGDQLLTGKEETRKIPVPGNRYTPLKENWMKIFTPIVEHLGLQIRFNLKSRNVEIRTCKDTKDVSALTKAADFVKAFVLGFQVEDALALIRLDDLFLESFEITDVKPLKGDHLSRAIGRIAGKGGKTKFTIENVTRTRIVLADVHVHILGSFQNIKMARTAICNLILGNPPSKVYGNIRAVASRSADRF. Result: 0 (no interaction). (2) The miRNA is hsa-miR-3138 with sequence UGUGGACAGUGAGGUAGAGGGAGU. The protein sequence of the target gene is MSVKPSWGPGPSEGVTAVPTSDLGEIHNWTELLDLFNHTLSECHVELSQSTKRVVLFALYLAMFVVGLVENLLVICVNWRGSGRAGLMNLYILNMAIADLGIVLSLPVWMLEVTLDYTWLWGSFSCRFTHYFYFVNMYSSIFFLVCLSVDRYVTLTSASPSWQRYQHRVRRAMCAGIWVLSAIIPLPEVVHIQLVEGPEPMCLFMAPFETYSTWALAVALSTTILGFLLPFPLITVFNVLTACRLRQPGQPKSRRHCLLLCAYVAVFVMCWLPYHVTLLLLTLHGTHISLHCHLVHLLYF.... Result: 0 (no interaction). (3) The miRNA is mmu-miR-30a-3p with sequence CUUUCAGUCGGAUGUUUGCAGC. The protein sequence of the target gene is MAPYPCGCHILLLLFCCLAAARANLLNLNWLWFNNEDTSHAATTIPEPQGPLPVQPTADTTTHVTPRNGSTEPATAPGSPEPPSELLEDGQDTPTSAESPDAPEENIAGVGAEILNVAKGIRSFVQLWNDTVPTESLARAETLVLETPVGPLALAGPSSTPQENGTTLWPSRGIPSSPGAHTTEAGTLPAPTPSPPSLGRPWAPLTGPSVPPPSSGRASLSSLLGGAPPWGSLQDPDSQGLSPAAAAPSQQLQRPDVRLRTPLLHPLVMGSLGKHAAPSAFSSGLPGALSQVAVTTLTRD.... Result: 0 (no interaction). (4) The miRNA is hsa-miR-196a-5p with sequence UAGGUAGUUUCAUGUUGUUGGG. The protein sequence of the target gene is MISTAPLYSGVHNWTSSDRIRMCGINEERRAPLSDEESTTGDCQHFGSQEFCVSSSFSKVELTAVGSGSNARGADPDGSATEKLGHKSEDKPDDPQPKMDYAGNVAEAEGFLVPLSSPGDGLKLPASDSAEASNSRADCSWTPLNTQMSKQVDCSPAGVKALDSRQGVGEKNTFILATLGTGVPVEGTLPLVTTNFSPLPAPICPPAPGSASVPHSVPDAFQVPLSVPAPVPHSGLVPVQVATSVPAPSPPLAPVPALAPAPPSVPTLISDSNPLSVSASVLVPVPASAPPSGPVPLSAP.... Result: 1 (interaction). (5) The miRNA is hsa-miR-33a-5p with sequence GUGCAUUGUAGUUGCAUUGCA. The protein sequence of the target gene is MKEVVYWSPKKVADWLLENAMPEYCEPLEHFTGQDLINLTQEDFKKPPLCRVSSDNGQRLLDMIETLKMEHHLEAHKNGHANGHLNIGVDIPTPDGSFSIKIKPNGMPNGYRKEMIKIPMPELERSQYPMEWGKTFLAFLYALSCFVLTTVMISVVHERVPPKEVQPPLPDTFFDHFNRVQWAFSICEINGMILVGLWLIQWLLLKYKSIISRRFFCIVGTLYLYRCITMYVTTLPVPGMHFNCSPKLFGDWEAQLRRIMKLIAGGGLSITGSHNMCGDYLYSGHTVMLTLTYLFIKEYS.... Result: 1 (interaction). (6) The miRNA is mmu-miR-296-3p with sequence GAGGGUUGGGUGGAGGCUCUCC. The protein sequence of the target gene is MDGRVQLMKALLAGPLRPAARRWRNPIPFPETFDGDTDRLPEFIVQTSSYMFVDENTFSNDALKVTFLITRLTGPALQWVIPYIRKESPLLNDYRGFLAEMKRVFGWEEDEDF. Result: 0 (no interaction). (7) The miRNA is hsa-miR-299-5p with sequence UGGUUUACCGUCCCACAUACAU. The protein sequence of the target gene is MAAPRDNVTLLFKLYCLAVMTLMAAVYTIALRYTRTSDKELYFSTTAVCITEVIKLLLSVGILAKETGSLGRFKASLRENVLGSPKELLKLSVPSLVYAVQNNMAFLALSNLDAAVYQVTYQLKIPCTALCTVLMLNRTLSKLQWVSVFMLCAGVTLVQWKPAQATKVVVEQNPLLGFGAIAIAVLCSGFAGVYFEKVLKSSDTSLWVRNIQMYLSGIIVTLAGVYLSDGAEIKEKGFFYGYTYYVWFVIFLASVGGLYTSVVVKYTDNIMKGFSAAAAIVLSTIASVMLFGLQITLTFA.... Result: 1 (interaction).